From a dataset of Catalyst prediction with 721,799 reactions and 888 catalyst types from USPTO. Predict which catalyst facilitates the given reaction. (1) Reactant: [CH3:1][CH:2]([CH3:22])/[CH:3]=[CH:4]/[C:5]([NH:7][CH2:8][CH2:9][NH:10][C:11]1[C:20]2[C:15](=[CH:16][CH:17]=[CH:18][CH:19]=2)[N:14]=[C:13]([CH3:21])[CH:12]=1)=O.COC1C=CC(P2(SP(C3C=CC(OC)=CC=3)(=S)S2)=[S:32])=CC=1. Product: [CH3:1][CH:2]([CH3:22])/[CH:3]=[CH:4]/[C:5](=[S:32])[NH:7][CH2:8][CH2:9][NH:10][C:11]1[C:20]2[C:15](=[CH:16][CH:17]=[CH:18][CH:19]=2)[N:14]=[C:13]([CH3:21])[CH:12]=1. The catalyst class is: 12. (2) Reactant: C([O:4][C:5]1[CH:6]=[C:7]2[C:12](=[CH:13][C:14]=1[O:15][CH3:16])[N:11]=[CH:10][N:9]=[C:8]2[NH:17][C:18]1[CH:23]=[CH:22][C:21]([F:24])=[C:20]([C:25]#[CH:26])[CH:19]=1)(=O)C.[OH-].[Na+].Cl. Product: [C:25]([C:20]1[CH:19]=[C:18]([NH:17][C:8]2[C:7]3[C:12](=[CH:13][C:14]([O:15][CH3:16])=[C:5]([OH:4])[CH:6]=3)[N:11]=[CH:10][N:9]=2)[CH:23]=[CH:22][C:21]=1[F:24])#[CH:26]. The catalyst class is: 5.